This data is from Forward reaction prediction with 1.9M reactions from USPTO patents (1976-2016). The task is: Predict the product of the given reaction. (1) The product is: [OH:4][C@H:3]([C:5]1[CH:10]=[CH:9][CH:8]=[CH:7][CH:6]=1)[CH2:2][N:25]1[CH2:26][CH2:27][CH:22]([C:18]2[CH:17]=[C:16]([NH:15][C:13](=[O:14])[CH:12]([CH3:11])[CH3:28])[CH:21]=[CH:20][CH:19]=2)[CH2:23][CH2:24]1. Given the reactants Cl[CH2:2][C@@H:3]([C:5]1[CH:10]=[CH:9][CH:8]=[CH:7][CH:6]=1)[OH:4].[CH3:11][CH:12]([CH3:28])[C:13]([NH:15][C:16]1[CH:21]=[CH:20][CH:19]=[C:18]([CH:22]2[CH2:27][CH2:26][NH:25][CH2:24][CH2:23]2)[CH:17]=1)=[O:14], predict the reaction product. (2) Given the reactants [CH3:1][CH:2]1[CH:7]([O:8][C:9](=[O:14])[C:10]([CH3:13])([CH3:12])[CH3:11])[CH2:6][CH2:5][NH:4][CH2:3]1.[C:15]([C:23]([C:38]([O-:40])=[O:39])([OH:37])[C:24]([C:29](=[O:36])[C:30]1[CH:35]=[CH:34][CH:33]=[CH:32][CH:31]=1)([OH:28])[C:25]([O-:27])=[O:26])(=[O:22])[C:16]1[CH:21]=[CH:20][CH:19]=[CH:18][CH:17]=1, predict the reaction product. The product is: [C:29]([C:24]([C:25]([OH:27])=[O:26])([OH:28])[C:23]([C:15](=[O:22])[C:16]1[CH:21]=[CH:20][CH:19]=[CH:18][CH:17]=1)([OH:37])[C:38]([OH:40])=[O:39])(=[O:36])[C:30]1[CH:35]=[CH:34][CH:33]=[CH:32][CH:31]=1.[CH3:1][C@@H:2]1[C@@H:7]([O:8][C:9](=[O:14])[C:10]([CH3:13])([CH3:12])[CH3:11])[CH2:6][CH2:5][NH:4][CH2:3]1. (3) Given the reactants [C:1]([C:5]1[CH:10]=[CH:9][C:8]([O:11][C:12](=[O:17])[CH:13]=[C:14]([CH3:16])[CH3:15])=[CH:7][CH:6]=1)([CH3:4])([CH3:3])[CH3:2].[Cl-].[Al+3].[Cl-].[Cl-], predict the reaction product. The product is: [C:1]([C:5]1[CH:6]=[C:7]2[C:8](=[CH:9][CH:10]=1)[O:11][C:12](=[O:17])[CH2:13][C:14]2([CH3:16])[CH3:15])([CH3:4])([CH3:3])[CH3:2]. (4) Given the reactants [ClH:1].[OH:2][C@H:3]([C:24]1[CH:33]=[CH:32][C:27]2[C:28](=[O:31])[O:29][CH2:30][C:26]=2[C:25]=1[CH3:34])[CH2:4][N:5]1[CH2:23][CH2:22][C:8]2([CH2:12][N:11]([C:13]3[S:14][C:15]([S:18]([CH3:21])(=[O:20])=[O:19])=[N:16][N:17]=3)[CH2:10][CH2:9]2)[CH2:7][CH2:6]1.Cl.CS(C1SC(N2CCC3(CCNCC3)C2=O)=NN=1)(=O)=[O:38].CC1C([C@@H]2CO2)=CC=C2C=1COC2=O, predict the reaction product. The product is: [ClH:1].[OH:2][C@H:3]([C:24]1[CH:33]=[CH:32][C:27]2[C:28](=[O:31])[O:29][CH2:30][C:26]=2[C:25]=1[CH3:34])[CH2:4][N:5]1[CH2:6][CH2:7][C:8]2([C:12](=[O:38])[N:11]([C:13]3[S:14][C:15]([S:18]([CH3:21])(=[O:19])=[O:20])=[N:16][N:17]=3)[CH2:10][CH2:9]2)[CH2:22][CH2:23]1. (5) Given the reactants [NH2:1][C:2]1[CH:3]=[CH:4][C:5]([F:20])=[C:6]([C@:8]2([CH3:19])[C:13]([F:15])([F:14])[C:12]([CH3:17])([CH3:16])[O:11][C:10]([NH2:18])=[N:9]2)[CH:7]=1.[F:21][C:22]([F:33])([F:32])[C:23]1[CH:24]=[CH:25][C:26]([C:29](O)=[O:30])=[N:27][CH:28]=1, predict the reaction product. The product is: [NH2:18][C:10]1[O:11][C:12]([CH3:16])([CH3:17])[C:13]([F:14])([F:15])[C@:8]([C:6]2[CH:7]=[C:2]([NH:1][C:29]([C:26]3[CH:25]=[CH:24][C:23]([C:22]([F:33])([F:21])[F:32])=[CH:28][N:27]=3)=[O:30])[CH:3]=[CH:4][C:5]=2[F:20])([CH3:19])[N:9]=1. (6) Given the reactants [CH3:1][C:2]([C@@H:4]1[O:29][C:7]2[CH:8]=[CH:9][C:10]3[C:23](=[O:24])[C@@H:22]4[C@@H:13]([CH2:14][O:15][C:16]5[C:21]4=[CH:20][C:19]([O:25][CH3:26])=[C:18]([O:27][CH3:28])[CH:17]=5)[O:12][C:11]=3[C:6]=2[CH2:5]1)=[CH2:3].[BH4-].[Na+].O, predict the reaction product. The product is: [CH3:3][C:2]([C@@H:4]1[O:29][C:7]2[CH:8]=[CH:9][C:10]([C:23]([CH:22]3[C:21]4[C:16](=[CH:17][C:18]([O:27][CH3:28])=[C:19]([O:25][CH3:26])[CH:20]=4)[O:15][CH2:14][CH2:13]3)=[O:24])=[C:11]([OH:12])[C:6]=2[CH2:5]1)=[CH2:1]. (7) Given the reactants Cl[C:2]1[N:7]=[C:6]([C:8]2[N:12]([CH:13]([CH3:15])[CH3:14])[C:11]([CH3:16])=[N:10][CH:9]=2)[CH:5]=[CH:4][N:3]=1.[CH3:17][S:18][C:19]1[N:20]=[CH:21][C:22]([NH2:25])=[N:23][CH:24]=1.CC(C)([O-])C.[Na+], predict the reaction product. The product is: [CH:13]([N:12]1[C:8]([C:6]2[CH:5]=[CH:4][N:3]=[C:2]([NH:25][C:22]3[CH:21]=[N:20][C:19]([S:18][CH3:17])=[CH:24][N:23]=3)[N:7]=2)=[CH:9][N:10]=[C:11]1[CH3:16])([CH3:15])[CH3:14].